From a dataset of Forward reaction prediction with 1.9M reactions from USPTO patents (1976-2016). Predict the product of the given reaction. (1) Given the reactants Br[C:2]1[S:3][CH:4]=[CH:5][C:6]=1[CH3:7].[CH:8]([C:10]1[CH:15]=[CH:14][C:13](B(O)O)=[CH:12][CH:11]=1)=[O:9].C([O-])([O-])=O.[Na+].[Na+], predict the reaction product. The product is: [CH3:7][C:6]1[CH:5]=[CH:4][S:3][C:2]=1[C:13]1[CH:14]=[CH:15][C:10]([CH:8]=[O:9])=[CH:11][CH:12]=1. (2) Given the reactants [Br:1][C:2]1[C:7]([CH3:8])=[CH:6][C:5]([NH2:9])=[C:4]([O:10][CH3:11])[CH:3]=1.Br[CH2:13][C:14]1[CH:19]=[CH:18][CH:17]=[CH:16][CH:15]=1.C(=O)([O-])[O-].[K+].[K+], predict the reaction product. The product is: [CH2:13]([N:9]([CH2:8][C:7]1[CH:2]=[CH:3][CH:4]=[CH:5][CH:6]=1)[C:5]1[CH:6]=[C:7]([CH3:8])[C:2]([Br:1])=[CH:3][C:4]=1[O:10][CH3:11])[C:14]1[CH:19]=[CH:18][CH:17]=[CH:16][CH:15]=1.